This data is from Forward reaction prediction with 1.9M reactions from USPTO patents (1976-2016). The task is: Predict the product of the given reaction. (1) Given the reactants C([O:4][CH2:5][CH:6]([C:22]1[CH:27]=[CH:26][C:25](Br)=[CH:24][C:23]=1[F:29])[N:7]1[CH2:21][CH2:20][C:10]2([O:15][CH2:14][C:13](=[O:16])[N:12]([CH:17]3[CH2:19][CH2:18]3)[CH2:11]2)[CH2:9][CH2:8]1)(=O)C.CC1(C)C(C)(C)OB([C:38]2[CH:47]=[C:46]3[C:41]([CH:42]=[CH:43][CH:44]=[N:45]3)=[CH:40][CH:39]=2)O1.C(=O)([O-])[O-].[K+].[K+], predict the reaction product. The product is: [CH:17]1([N:12]2[CH2:11][C:10]3([CH2:9][CH2:8][N:7]([CH:6]([C:22]4[CH:27]=[CH:26][C:25]([C:38]5[CH:47]=[C:46]6[C:41]([CH:42]=[CH:43][CH:44]=[N:45]6)=[CH:40][CH:39]=5)=[CH:24][C:23]=4[F:29])[CH2:5][OH:4])[CH2:21][CH2:20]3)[O:15][CH2:14][C:13]2=[O:16])[CH2:18][CH2:19]1. (2) Given the reactants [CH3:1][O:2][C:3](=[O:15])[C:4]1[CH:9]=[C:8]([O:10][CH3:11])[C:7]([CH3:12])=[C:6]([O:13][CH3:14])[CH:5]=1.[Br:16]Br, predict the reaction product. The product is: [CH3:1][O:2][C:3](=[O:15])[C:4]1[CH:5]=[C:6]([O:13][CH3:14])[C:7]([CH3:12])=[C:8]([O:10][CH3:11])[C:9]=1[Br:16]. (3) Given the reactants [OH-].[Na+].[CH3:3][O:4][C:5]1[CH:10]=[CH:9][C:8]([C:11]2[CH:16]=[CH:15][C:14]([CH2:17][O:18][C:19]3[C:20]([CH2:29][CH2:30][N:31]([CH2:40][C:41]4[CH:50]=[CH:49][C:44]([C:45]([O:47]C)=[O:46])=[CH:43][CH:42]=4)[CH2:32][CH2:33][CH2:34][CH2:35][C:36]([O:38]C)=[O:37])=[CH:21][C:22]4[CH2:23][CH2:24][CH2:25][CH2:26][C:27]=4[CH:28]=3)=[CH:13][CH:12]=2)=[CH:7][CH:6]=1, predict the reaction product. The product is: [C:36]([CH2:35][CH2:34][CH2:33][CH2:32][N:31]([CH2:40][C:41]1[CH:42]=[CH:43][C:44]([C:45]([OH:47])=[O:46])=[CH:49][CH:50]=1)[CH2:30][CH2:29][C:20]1[C:19]([O:18][CH2:17][C:14]2[CH:15]=[CH:16][C:11]([C:8]3[CH:7]=[CH:6][C:5]([O:4][CH3:3])=[CH:10][CH:9]=3)=[CH:12][CH:13]=2)=[CH:28][C:27]2[CH2:26][CH2:25][CH2:24][CH2:23][C:22]=2[CH:21]=1)([OH:38])=[O:37]. (4) Given the reactants Cl[CH2:2][CH2:3][CH2:4][O:5][C:6]1[CH:16]=[CH:15][C:9]([C:10]([O:12][CH2:13][CH3:14])=[O:11])=[CH:8][CH:7]=1.[NH:17]1[CH2:22][CH2:21][CH2:20][CH2:19][CH2:18]1.C(=O)([O-])[O-].[Na+].[Na+], predict the reaction product. The product is: [N:17]1([CH2:2][CH2:3][CH2:4][O:5][C:6]2[CH:16]=[CH:15][C:9]([C:10]([O:12][CH2:13][CH3:14])=[O:11])=[CH:8][CH:7]=2)[CH2:22][CH2:21][CH2:20][CH2:19][CH2:18]1. (5) Given the reactants [C:1]([O:5][C:6]([N:8]1[CH2:12][C@@H:11]([NH:13]C(OCC2C3C=CC=CC=3C3C2=CC=CC=3)=O)[CH2:10][C@H:9]1[C:31](=[O:47])[NH:32][C:33]1[CH:38]=[CH:37][C:36]([N:39]2[CH:44]=[CH:43][CH:42]=[CH:41][C:40]2=[O:45])=[CH:35][C:34]=1[F:46])=[O:7])([CH3:4])([CH3:3])[CH3:2].N1CCCCC1, predict the reaction product. The product is: [C:1]([O:5][C:6]([N:8]1[CH2:12][C@@H:11]([NH2:13])[CH2:10][C@H:9]1[C:31](=[O:47])[NH:32][C:33]1[CH:38]=[CH:37][C:36]([N:39]2[CH:44]=[CH:43][CH:42]=[CH:41][C:40]2=[O:45])=[CH:35][C:34]=1[F:46])=[O:7])([CH3:4])([CH3:2])[CH3:3]. (6) Given the reactants Cl.Cl.[F:3][C:4]1[CH:9]=[CH:8][C:7]([C@H:10]2[C@@H:15]([NH:16][CH2:17][C:18]3[CH:19]=[C:20]([C:26]4[CH:31]=[CH:30][C:29]([C:32]#[N:33])=[CH:28][CH:27]=4)[CH:21]=[CH:22][C:23]=3[O:24][CH3:25])[CH2:14][CH2:13][NH:12][CH2:11]2)=[CH:6][CH:5]=1.[C:34]([N:37]1[CH2:42][CH2:41][CH:40]([C:43](O)=[O:44])[CH2:39][CH2:38]1)(=[O:36])[CH3:35], predict the reaction product. The product is: [C:34]([N:37]1[CH2:38][CH2:39][CH:40]([C:43]([N:12]2[CH2:13][CH2:14][C@H:15]([NH:16][CH2:17][C:18]3[CH:19]=[C:20]([C:26]4[CH:27]=[CH:28][C:29]([C:32]#[N:33])=[CH:30][CH:31]=4)[CH:21]=[CH:22][C:23]=3[O:24][CH3:25])[C@H:10]([C:7]3[CH:8]=[CH:9][C:4]([F:3])=[CH:5][CH:6]=3)[CH2:11]2)=[O:44])[CH2:41][CH2:42]1)(=[O:36])[CH3:35]. (7) Given the reactants [F:1][C:2]1[C:10]2[S:9][C:8](N(C)C)=[CH:7][C:6]=2[C:5]([O:14][CH3:15])=[CH:4][CH:3]=1.Cl.C1C[O:20]CC1, predict the reaction product. The product is: [F:1][C:2]1[C:10]2[S:9][C:8](=[O:20])[CH2:7][C:6]=2[C:5]([O:14][CH3:15])=[CH:4][CH:3]=1. (8) Given the reactants C(OC(=O)[NH:7][C:8]1[CH:13]=[CH:12][C:11]([C:14]([F:17])([F:16])[F:15])=[CH:10][C:9]=1[NH:18][C:19](=[O:37])[CH2:20][C:21]([C:23]1[CH:28]=[CH:27][CH:26]=[C:25]([C:29]2[CH:34]=[CH:33][N:32]=[C:31]([CH2:35][CH3:36])[CH:30]=2)[CH:24]=1)=O)(C)(C)C.C(O)(C(F)(F)F)=O, predict the reaction product. The product is: [CH2:35]([C:31]1[CH:30]=[C:29]([C:25]2[CH:24]=[C:23]([C:21]3[CH2:20][C:19](=[O:37])[NH:18][C:9]4[CH:10]=[C:11]([C:14]([F:17])([F:16])[F:15])[CH:12]=[CH:13][C:8]=4[N:7]=3)[CH:28]=[CH:27][CH:26]=2)[CH:34]=[CH:33][N:32]=1)[CH3:36].